From a dataset of Full USPTO retrosynthesis dataset with 1.9M reactions from patents (1976-2016). Predict the reactants needed to synthesize the given product. The reactants are: [H-].[Na+].[C:3]([C:5]1[CH:10]=[CH:9][N:8]2[N:11]=[CH:12][C:13]([C:14]3[N:19]=[C:18]([NH:20][C@@H:21]4[CH2:26][CH2:25][CH2:24][N:23]([C:27]([O:29][C:30]([CH3:33])([CH3:32])[CH3:31])=[O:28])[CH2:22]4)[CH:17]=[CH:16][N:15]=3)=[C:7]2[CH:6]=1)#[N:4].[CH3:34]I. Given the product [C:3]([C:5]1[CH:10]=[CH:9][N:8]2[N:11]=[CH:12][C:13]([C:14]3[N:19]=[C:18]([N:20]([CH3:34])[C@@H:21]4[CH2:26][CH2:25][CH2:24][N:23]([C:27]([O:29][C:30]([CH3:33])([CH3:32])[CH3:31])=[O:28])[CH2:22]4)[CH:17]=[CH:16][N:15]=3)=[C:7]2[CH:6]=1)#[N:4], predict the reactants needed to synthesize it.